Predict the reactants needed to synthesize the given product. From a dataset of Full USPTO retrosynthesis dataset with 1.9M reactions from patents (1976-2016). (1) Given the product [O:20]=[C:19]([C:2]1[CH:9]=[CH:8][C:5]([CH:6]=[CH2:7])=[CH:4][CH:3]=1)[C:18]([O:17][CH2:11][CH2:12]/[CH:13]=[CH:14]\[CH2:15][CH3:16])=[O:28], predict the reactants needed to synthesize it. The reactants are: Br[C:2]1[CH:9]=[CH:8][C:5]([CH:6]=[CH2:7])=[CH:4][CH:3]=1.[Mg].[CH2:11]([O:17][C:18](=[O:28])[C:19](OCC/C=C\CC)=[O:20])[CH2:12]/[CH:13]=[CH:14]\[CH2:15][CH3:16].[NH4+].[Cl-]. (2) Given the product [CH:6]1[C:11]2=[N:12][S:13][N:14]=[C:10]2[C:9]([NH:15][C:16]2[NH:20][CH2:19][CH2:18][N:17]=2)=[C:8]([Cl:21])[CH:7]=1.[Cl:1][CH2:2][C:3]([O-:5])=[O:4], predict the reactants needed to synthesize it. The reactants are: [Cl:1][CH2:2][C:3]([OH:5])=[O:4].[CH:6]1[C:11]2=[N:12][S:13][N:14]=[C:10]2[C:9]([NH:15][C:16]2[NH:20][CH2:19][CH2:18][N:17]=2)=[C:8]([Cl:21])[CH:7]=1. (3) Given the product [CH2:1]([NH:9][C:13]([C:15]1[S:16][C:17]([N:20]2[CH2:21][CH2:22][N:23]([C:26](=[O:37])[C:27]3[CH:32]=[CH:31][CH:30]=[CH:29][C:28]=3[C:33]([F:36])([F:35])[F:34])[CH2:24][CH2:25]2)=[N:18][N:19]=1)=[O:12])[CH2:2][CH2:3][CH2:4][CH2:5][CH2:6][CH2:7][CH3:8], predict the reactants needed to synthesize it. The reactants are: [CH2:1]([NH2:9])[CH2:2][CH2:3][CH2:4][CH2:5][CH2:6][CH2:7][CH3:8].C([O:12][C:13]([C:15]1[S:16][C:17]([N:20]2[CH2:25][CH2:24][N:23]([C:26](=[O:37])[C:27]3[CH:32]=[CH:31][CH:30]=[CH:29][C:28]=3[C:33]([F:36])([F:35])[F:34])[CH2:22][CH2:21]2)=[N:18][N:19]=1)=O)C. (4) The reactants are: [C:1]([C:5]1[CH:29]=[CH:28][C:8]([C:9]([NH:11][C@H:12]([C:21]([O:23][C:24]([CH3:27])([CH3:26])[CH3:25])=[O:22])[CH2:13][C:14]2[CH:19]=[CH:18][C:17]([OH:20])=[CH:16][CH:15]=2)=[O:10])=[CH:7][CH:6]=1)([CH3:4])([CH3:3])[CH3:2].CCN(C(C)C)C(C)C.C1C=CC(N([S:46]([C:49]([F:52])([F:51])[F:50])(=[O:48])=[O:47])[S:46]([C:49]([F:52])([F:51])[F:50])(=[O:48])=[O:47])=CC=1. Given the product [C:1]([C:5]1[CH:29]=[CH:28][C:8]([C:9]([NH:11][C@@H:12]([CH2:13][C:14]2[CH:15]=[CH:16][C:17]([O:20][S:46]([C:49]([F:52])([F:51])[F:50])(=[O:48])=[O:47])=[CH:18][CH:19]=2)[C:21]([O:23][C:24]([CH3:27])([CH3:26])[CH3:25])=[O:22])=[O:10])=[CH:7][CH:6]=1)([CH3:4])([CH3:2])[CH3:3], predict the reactants needed to synthesize it. (5) Given the product [Br:3][C:4]1[CH:5]=[CH:6][C:7]([C:10]2([OH:20])[CH2:14][CH2:13][N:12]([CH3:15])[C:11]2=[O:16])=[N:8][CH:9]=1, predict the reactants needed to synthesize it. The reactants are: [H-].[Na+].[Br:3][C:4]1[CH:5]=[CH:6][C:7]([CH:10]2[CH2:14][CH2:13][N:12]([CH3:15])[C:11]2=[O:16])=[N:8][CH:9]=1.CN(C)C=[O:20]. (6) Given the product [F:1][C:2]1[CH:30]=[C:29]([N+:31]([O-:33])=[O:32])[CH:28]=[CH:27][C:3]=1[O:4][C:5]1[C:14]2[C:9](=[CH:10][C:11]([O:17][CH2:18][CH:19]3[CH2:26][CH:22]4[CH2:23][N:24]([CH3:34])[CH2:25][CH:21]4[CH2:20]3)=[C:12]([O:15][CH3:16])[CH:13]=2)[N:8]=[CH:7][CH:6]=1, predict the reactants needed to synthesize it. The reactants are: [F:1][C:2]1[CH:30]=[C:29]([N+:31]([O-:33])=[O:32])[CH:28]=[CH:27][C:3]=1[O:4][C:5]1[C:14]2[C:9](=[CH:10][C:11]([O:17][CH2:18][CH:19]3[CH2:26][CH:22]4[CH2:23][NH:24][CH2:25][CH:21]4[CH2:20]3)=[C:12]([O:15][CH3:16])[CH:13]=2)[N:8]=[CH:7][CH:6]=1.[C:34](#N)C.O.C=O.[BH-](OC(C)=O)(OC(C)=O)OC(C)=O.[Na+].